Dataset: Reaction yield outcomes from USPTO patents with 853,638 reactions. Task: Predict the reaction yield, written as a fraction of the theoretical maximum amount of product (1.0 means a 100% yield; for example, 0.34 means a 34% yield). (1) The reactants are Cl.Cl.[N:3]1([CH2:9][CH2:10][CH2:11][O:12][C:13]2[CH:14]=[CH:15][CH:16]=[C:17]3[C:22]=2[CH2:21][NH:20][CH2:19][CH2:18]3)[CH2:8][CH2:7][CH2:6][CH2:5][CH2:4]1.CCN(CC)CC.[S:30]1[CH:34]=[CH:33][CH:32]=[C:31]1[C:35](Cl)=[O:36]. The catalyst is C(Cl)Cl. The product is [N:3]1([CH2:9][CH2:10][CH2:11][O:12][C:13]2[CH:14]=[CH:15][CH:16]=[C:17]3[C:22]=2[CH2:21][N:20]([C:35]([C:31]2[S:30][CH:34]=[CH:33][CH:32]=2)=[O:36])[CH2:19][CH2:18]3)[CH2:8][CH2:7][CH2:6][CH2:5][CH2:4]1. The yield is 0.550. (2) The reactants are [N:1]1[CH:6]=[CH:5][CH:4]=[CH:3][C:2]=1[C:7]1[N:11]=[C:10]([C:12]2[CH:17]=[C:16]([CH:18]=[CH2:19])[CH:15]=[C:14]([C:20]#[N:21])[CH:13]=2)[O:9][N:8]=1.C12CCCC(CCC1)B12[H]B2(C3CCCC2CCC3)[H]1.B1([O-])O[O:43]1.O.O.O.O.[Na+]. The catalyst is ClCCl.O. The product is [N:1]1[CH:6]=[CH:5][CH:4]=[CH:3][C:2]=1[C:7]1[N:11]=[C:10]([C:12]2[CH:17]=[C:16]([CH2:18][CH2:19][OH:43])[CH:15]=[C:14]([C:20]#[N:21])[CH:13]=2)[O:9][N:8]=1. The yield is 0.0370. (3) The reactants are Cl.[Cl:2][C:3]1[CH:8]=[CH:7][N:6]=[C:5]([C:9]([O:11]C)=O)[CH:4]=1.[CH3:13][NH2:14]. The catalyst is CO.C1COCC1. The product is [Cl:2][C:3]1[CH:8]=[CH:7][N:6]=[C:5]([C:9]([NH:14][CH3:13])=[O:11])[CH:4]=1. The yield is 0.970.